From a dataset of Full USPTO retrosynthesis dataset with 1.9M reactions from patents (1976-2016). Predict the reactants needed to synthesize the given product. (1) The reactants are: Br.C[O:3][C:4]1[CH:5]=[C:6]2[C:11](=[CH:12][C:13]=1[N+:14]([O-:16])=[O:15])[N:10]=[CH:9][NH:8][C:7]2=[O:17]. Given the product [N+:14]([C:13]1[CH:12]=[C:11]2[C:6]([C:7]([OH:17])=[N:8][CH:9]=[N:10]2)=[CH:5][C:4]=1[OH:3])([O-:16])=[O:15], predict the reactants needed to synthesize it. (2) Given the product [C:1]1([C:13]2[C:14](=[O:15])[NH:16][C:19](=[O:18])[C:20]=2[C:22]2[C:30]3[C:25](=[CH:26][CH:27]=[CH:28][CH:29]=3)[N:24]([CH2:31][CH2:32][CH2:33][OH:34])[CH:23]=2)[C:11]2=[C:12]3[C:7](=[CH:8][CH:9]=[CH:10]2)[CH2:6][CH2:5][CH2:4][N:3]3[CH:2]=1, predict the reactants needed to synthesize it. The reactants are: [C:1]1([CH2:13][C:14]([NH2:16])=[O:15])[C:11]2=[C:12]3[C:7](=[CH:8][CH:9]=[CH:10]2)[CH2:6][CH2:5][CH2:4][N:3]3[CH:2]=1.C[O:18][C:19](=O)[C:20]([C:22]1[C:30]2[C:25](=[CH:26][CH:27]=[CH:28][CH:29]=2)[N:24]([CH2:31][CH2:32][CH2:33][OH:34])[CH:23]=1)=O. (3) The reactants are: [O:1]1[CH2:6][CH:5]=[C:4](B2OC(C)(C)C(C)(C)O2)[CH2:3][CH2:2]1.Cl[C:17]1[C:18]([O:23][C@H:24]2[CH2:29][CH2:28][C@H:27]([NH:30][C:31]3[S:32][C:33]4[CH:39]=[CH:38][CH:37]=[CH:36][C:34]=4[N:35]=3)[CH2:26][CH2:25]2)=[N:19][CH:20]=[CH:21][N:22]=1.C(=O)([O-])[O-].[Na+].[Na+]. Given the product [O:1]1[CH2:6][CH:5]=[C:4]([C:17]2[C:18]([O:23][C@H:24]3[CH2:25][CH2:26][C@H:27]([NH:30][C:31]4[S:32][C:33]5[CH:39]=[CH:38][CH:37]=[CH:36][C:34]=5[N:35]=4)[CH2:28][CH2:29]3)=[N:19][CH:20]=[CH:21][N:22]=2)[CH2:3][CH2:2]1, predict the reactants needed to synthesize it. (4) Given the product [Cl:12][C:4]1[CH:3]=[C:2]([C:17]#[C:16][CH:13]2[CH2:15][CH2:14]2)[CH:11]=[CH:10][C:5]=1[C:6]([O:8][CH3:9])=[O:7], predict the reactants needed to synthesize it. The reactants are: Br[C:2]1[CH:11]=[CH:10][C:5]([C:6]([O:8][CH3:9])=[O:7])=[C:4]([Cl:12])[CH:3]=1.[CH:13]1([C:16]#[CH:17])[CH2:15][CH2:14]1.CN(C=O)C. (5) The reactants are: [Cl:1][C:2]1[CH:7]=[C:6]([CH2:8][O:9][C:10]2[CH:19]=[C:18]3[C:13]([C:14]([O:20]C4C=CC=CC=4)=[N:15][CH:16]=[N:17]3)=[CH:12][C:11]=2[O:27][CH3:28])[CH:5]=[C:4]([O:29]C)[N:3]=1.N. Given the product [Cl:1][C:2]1[NH:3][C:4](=[O:29])[CH:5]=[C:6]([CH2:8][O:9][C:10]2[CH:19]=[C:18]3[C:13]([C:14](=[O:20])[NH:15][CH:16]=[N:17]3)=[CH:12][C:11]=2[O:27][CH3:28])[CH:7]=1, predict the reactants needed to synthesize it. (6) The reactants are: C[O:2][C:3]([C:5]1([C:8]2[CH:13]=[CH:12][C:11]([C:14]3[CH:19]=[CH:18][C:17]([C:20]4[N:21]=[N:22][N:23]([CH3:37])[C:24]=4[NH:25][C:26]([O:28][C@@H:29]([C:31]4[CH:36]=[CH:35][CH:34]=[CH:33][CH:32]=4)[CH3:30])=[O:27])=[CH:16][CH:15]=3)=[CH:10][CH:9]=2)[CH2:7][CH2:6]1)=[O:4].[OH-].[Na+]. Given the product [CH3:37][N:23]1[C:24]([NH:25][C:26]([O:28][C@@H:29]([C:31]2[CH:32]=[CH:33][CH:34]=[CH:35][CH:36]=2)[CH3:30])=[O:27])=[C:20]([C:17]2[CH:18]=[CH:19][C:14]([C:11]3[CH:10]=[CH:9][C:8]([C:5]4([C:3]([OH:4])=[O:2])[CH2:7][CH2:6]4)=[CH:13][CH:12]=3)=[CH:15][CH:16]=2)[N:21]=[N:22]1, predict the reactants needed to synthesize it.